Dataset: Full USPTO retrosynthesis dataset with 1.9M reactions from patents (1976-2016). Task: Predict the reactants needed to synthesize the given product. (1) Given the product [F:9][C:8]([F:11])([F:10])[C:3]1[CH:4]=[CH:5][C:6]([N:12]2[CH2:17][CH2:16][NH:15][CH2:14][CH2:13]2)=[CH:7][CH:2]=1, predict the reactants needed to synthesize it. The reactants are: Br[C:2]1[CH:7]=[CH:6][CH:5]=[CH:4][C:3]=1[C:8]([F:11])([F:10])[F:9].[NH:12]1[CH2:17][CH2:16][NH:15][CH2:14][CH2:13]1.CC(C)([O-])C.[Na+]. (2) Given the product [CH3:8][C:7]1[O:6][C:5]([C:9]2[CH:14]=[CH:13][CH:12]=[CH:11][CH:10]=2)=[N:4][C:3]=1[CH2:2][O:22][C:19]1[CH:20]=[CH:21][C:16]([CH3:15])=[C:17]([N+:23]([O-:25])=[O:24])[CH:18]=1, predict the reactants needed to synthesize it. The reactants are: Cl[CH2:2][C:3]1[N:4]=[C:5]([C:9]2[CH:14]=[CH:13][CH:12]=[CH:11][CH:10]=2)[O:6][C:7]=1[CH3:8].[CH3:15][C:16]1[CH:21]=[CH:20][C:19]([OH:22])=[CH:18][C:17]=1[N+:23]([O-:25])=[O:24].C([O-])([O-])=O.[K+].[K+].